From a dataset of HIV replication inhibition screening data with 41,000+ compounds from the AIDS Antiviral Screen. Binary Classification. Given a drug SMILES string, predict its activity (active/inactive) in a high-throughput screening assay against a specified biological target. (1) The molecule is O=c1c2cc(-c3ccccc3)cnc2sn1-c1ccc(Oc2ccccc2)cc1. The result is 1 (active). (2) The molecule is Oc1cc(O)c2c(c1)OC(c1ccc(O)c(O)c1)C(OC1(c3cc(O)c(O)c(O)c3)Oc3cc(O)cc(O)c3C(O)C1O)C2. The result is 0 (inactive). (3) The molecule is Cc1nc(C)c(Cc2ccccc2)o1. The result is 0 (inactive). (4) The compound is CC(=O)OC1C(O)C(C)OC(OC2C(OC(=O)C3CCC4C(C3)OC3(CC(OC(=O)C=Cc5ccccc5)C(C)CO3)C43CO3)OC(C)C(O)C2OC(C)=O)C1O. The result is 0 (inactive). (5) The compound is Cc1ccccc1Nc1nc(-c2ccccc2)nc(N)c1N=O. The result is 0 (inactive). (6) The compound is Cc1ccc2ccc(-c3cc4ccccc4s3)nc2c1. The result is 0 (inactive). (7) The molecule is CCOC(=O)C(Cc1ccc(O)cc1)NC(=O)C(N)CSSCC(N)C(=O)NC(Cc1ccc(O)cc1)C(=O)OCC. The result is 0 (inactive).